Dataset: Peptide-MHC class I binding affinity with 185,985 pairs from IEDB/IMGT. Task: Regression. Given a peptide amino acid sequence and an MHC pseudo amino acid sequence, predict their binding affinity value. This is MHC class I binding data. (1) The peptide sequence is MFINDVHAL. The MHC is HLA-A24:02 with pseudo-sequence HLA-A24:02. The binding affinity (normalized) is 0.518. (2) The peptide sequence is QSADASTFLK. The MHC is HLA-A11:01 with pseudo-sequence HLA-A11:01. The binding affinity (normalized) is 0.785. (3) The peptide sequence is SLLSLREVK. The binding affinity (normalized) is 0.168. The MHC is HLA-A33:01 with pseudo-sequence HLA-A33:01. (4) The peptide sequence is RRQGNIYPK. The MHC is HLA-A01:01 with pseudo-sequence HLA-A01:01. The binding affinity (normalized) is 0.0847. (5) The peptide sequence is CVFKFIVAK. The MHC is HLA-B46:01 with pseudo-sequence HLA-B46:01. The binding affinity (normalized) is 0.0847. (6) The peptide sequence is AENNWVTVY. The MHC is Mamu-A11 with pseudo-sequence Mamu-A11. The binding affinity (normalized) is 0.537. (7) The peptide sequence is EYKKFIATF. The MHC is HLA-B08:01 with pseudo-sequence HLA-B08:01. The binding affinity (normalized) is 0.0847. (8) The peptide sequence is GQWDGWVWL. The MHC is HLA-A02:16 with pseudo-sequence HLA-A02:16. The binding affinity (normalized) is 1.00. (9) The peptide sequence is LLQGVPFHV. The MHC is HLA-A11:01 with pseudo-sequence HLA-A11:01. The binding affinity (normalized) is 0.0847.